From a dataset of Catalyst prediction with 721,799 reactions and 888 catalyst types from USPTO. Predict which catalyst facilitates the given reaction. (1) Reactant: C([N:4]1[C:12]2[C:7](=[CH:8][CH:9]=[CH:10][CH:11]=2)[C:6]([CH3:14])([CH3:13])[C:5]1=[O:15])(=O)C. Product: [CH3:13][C:6]1([CH3:14])[C:7]2[C:12](=[CH:11][CH:10]=[CH:9][CH:8]=2)[NH:4][C:5]1=[O:15]. The catalyst class is: 33. (2) Reactant: [CH:1]1[C:14]2[CH:13]=[CH:12][C:11]3[C:6](=[CH:7][CH:8]=[CH:9][CH:10]=3)[C:5]=2[CH:4]=[CH:3][C:2]=1[C:15]1[N:19](C2C=CC(C#N)=CC=2)[N:18]=[C:17]([C:28]([F:31])([F:30])[F:29])[CH:16]=1.[NH4+:32].[Cl-].[N-:34]=[N+:35]=[N-:36].[Na+]. Product: [CH:1]1[C:14]2[CH:13]=[CH:12][C:11]3[C:6](=[CH:7][CH:8]=[CH:9][CH:10]=3)[C:5]=2[CH:4]=[CH:3][C:2]=1[C:15]1[NH:19][N:18]=[C:17]([C:28]([F:31])([F:29])[F:30])[C:16]=1[C:1]1[CH:14]=[CH:5][CH:4]=[CH:3][C:2]=1[C:15]1[NH:32][N:36]=[N:35][N:34]=1. The catalyst class is: 33. (3) Reactant: [F:1][C:2]1[CH:3]=[C:4]([NH2:9])[C:5]([NH2:8])=[CH:6][CH:7]=1.[C:10]([O:14][C:15]([N:17]1[CH2:22][CH2:21][CH:20]([C:23](O)=O)[CH2:19][CH2:18]1)=[O:16])([CH3:13])([CH3:12])[CH3:11].P(OC1C=CC=CC=1)(OC1C=CC=CC=1)OC1C=CC=CC=1. Product: [C:10]([O:14][C:15]([N:17]1[CH2:22][CH2:21][CH:20]([C:23]2[NH:8][C:5]3[CH:6]=[CH:7][C:2]([F:1])=[CH:3][C:4]=3[N:9]=2)[CH2:19][CH2:18]1)=[O:16])([CH3:13])([CH3:11])[CH3:12]. The catalyst class is: 436. (4) Reactant: CS[C:3](=[C:6]([C:9]#[N:10])[C:7]#[N:8])SC.[NH2:11][CH:12]1[CH2:17][CH2:16][N:15]([CH2:18][C:19]2[CH:24]=[CH:23][CH:22]=[CH:21][CH:20]=2)[CH2:14][CH2:13]1.[NH2:25][CH2:26][CH2:27][OH:28]. Product: [CH2:18]([N:15]1[CH2:16][CH2:17][CH:12]([NH:11][C:3](=[C:6]([C:9]#[N:10])[C:7]#[N:8])[NH:25][CH2:26][CH2:27][OH:28])[CH2:13][CH2:14]1)[C:19]1[CH:24]=[CH:23][CH:22]=[CH:21][CH:20]=1. The catalyst class is: 1. (5) The catalyst class is: 234. Reactant: S(Cl)(Cl)=O.S1C=CC=C1CC(O)=O.S1C=CC=C1CC(Cl)=O.[CH3:23][O:24][C:25]1[CH:26]=[C:27]2[C:32](=[CH:33][C:34]=1[O:35][CH3:36])[N:31]=[CH:30][N:29]=[C:28]2[O:37][C:38]1[CH:44]=[CH:43][C:41]([NH2:42])=[CH:40][CH:39]=1.[S:45]1[CH:49]=[CH:48][CH:47]=[C:46]1[CH2:50][C:51]([N:53]=[C:54]=[S:55])=[O:52]. Product: [CH3:23][O:24][C:25]1[CH:26]=[C:27]2[C:32](=[CH:33][C:34]=1[O:35][CH3:36])[N:31]=[CH:30][N:29]=[C:28]2[O:37][C:38]1[CH:44]=[CH:43][C:41]([NH:42][C:54]([NH:53][C:51](=[O:52])[CH2:50][C:46]2[S:45][CH:49]=[CH:48][CH:47]=2)=[S:55])=[CH:40][CH:39]=1. (6) Reactant: C(NC(C)C)(C)C.[Li]CCCC.[CH3:13][N:14]1[CH2:19][C:18]([N+:26]([O-:28])=[O:27])([C:20]2[CH:25]=[CH:24][CH:23]=[CH:22][CH:21]=2)[CH2:17][CH2:16][C:15]1=[O:29].C1C=CC(S(N(S(C2C=CC=CC=2)(=O)=O)[F:40])(=O)=O)=CC=1. Product: [F:40][CH:16]1[CH2:17][C:18]([N+:26]([O-:28])=[O:27])([C:20]2[CH:25]=[CH:24][CH:23]=[CH:22][CH:21]=2)[CH2:19][N:14]([CH3:13])[C:15]1=[O:29]. The catalyst class is: 134. (7) Reactant: CCN(C(C)C)C(C)C.[I:10][C:11]1[CH:12]=[C:13]2[C:18](=[CH:19][CH:20]=1)[O:17][C:16](=[O:21])[C:15]([C:22]([OH:24])=O)=[CH:14]2.CN(C(ON1N=NC2C=CC=NC1=2)=[N+](C)C)C.F[P-](F)(F)(F)(F)F.[N:49]1[C:50]([C:58]2[CH:59]=[C:60]([NH2:64])[CH:61]=[CH:62][CH:63]=2)=[CH:51][N:52]2[CH:57]=[CH:56][CH:55]=[CH:54][C:53]=12. Product: [N:49]1[C:50]([C:58]2[CH:59]=[C:60]([NH:64][C:22]([C:15]3[C:16](=[O:21])[O:17][C:18]4[C:13]([CH:14]=3)=[CH:12][C:11]([I:10])=[CH:20][CH:19]=4)=[O:24])[CH:61]=[CH:62][CH:63]=2)=[CH:51][N:52]2[CH:57]=[CH:56][CH:55]=[CH:54][C:53]=12. The catalyst class is: 3.